Predict the product of the given reaction. From a dataset of Forward reaction prediction with 1.9M reactions from USPTO patents (1976-2016). The product is: [Br:8][C:7]1[C:2]([NH:1][C:11]2[CH:16]=[CH:15][CH:14]=[CH:13][C:12]=2[CH3:17])=[N:3][CH:4]=[C:5]([CH3:9])[CH:6]=1. Given the reactants [NH2:1][C:2]1[C:7]([Br:8])=[CH:6][C:5]([CH3:9])=[CH:4][N:3]=1.I[C:11]1[CH:16]=[CH:15][CH:14]=[CH:13][C:12]=1[CH3:17].C(=O)([O-])[O-].[Cs+].[Cs+], predict the reaction product.